From a dataset of Peptide-MHC class I binding affinity with 185,985 pairs from IEDB/IMGT. Regression. Given a peptide amino acid sequence and an MHC pseudo amino acid sequence, predict their binding affinity value. This is MHC class I binding data. (1) The peptide sequence is AEQATSNYYI. The MHC is H-2-Kk with pseudo-sequence H-2-Kk. The binding affinity (normalized) is 0.765. (2) The peptide sequence is VLDMGDPVK. The MHC is HLA-B08:02 with pseudo-sequence HLA-B08:02. The binding affinity (normalized) is 0.0847. (3) The peptide sequence is YIYYFFIRL. The MHC is HLA-A02:01 with pseudo-sequence HLA-A02:01. The binding affinity (normalized) is 0.799. (4) The peptide sequence is AIKSNNHLT. The MHC is HLA-A02:02 with pseudo-sequence HLA-A02:02. The binding affinity (normalized) is 0.